Dataset: Full USPTO retrosynthesis dataset with 1.9M reactions from patents (1976-2016). Task: Predict the reactants needed to synthesize the given product. The reactants are: [O:1]=[C:2]1[C@@H:6]([NH:7][C:8](=[O:17])[O:9][CH2:10][C:11]2[CH:16]=[CH:15][CH:14]=[CH:13][CH:12]=2)[CH2:5][CH2:4][N:3]1[C@H:18]1[CH2:23][CH2:22][C:21](=O)[CH2:20][C@H:19]1[CH2:25][CH2:26][CH3:27].[C:28]([NH2:32])([CH3:31])([CH3:30])[CH3:29].CO.[BH4-].[Na+]. Given the product [C:28]([NH:32][CH:21]1[CH2:22][CH2:23][C@H:18]([N:3]2[CH2:4][CH2:5][C@H:6]([NH:7][C:8](=[O:17])[O:9][CH2:10][C:11]3[CH:16]=[CH:15][CH:14]=[CH:13][CH:12]=3)[C:2]2=[O:1])[C@H:19]([CH2:25][CH2:26][CH3:27])[CH2:20]1)([CH3:31])([CH3:30])[CH3:29], predict the reactants needed to synthesize it.